From a dataset of Full USPTO retrosynthesis dataset with 1.9M reactions from patents (1976-2016). Predict the reactants needed to synthesize the given product. (1) The reactants are: N1[CH:6]=[CH:5]C=CC=1.[CH:7](=[N:9]/[OH:10])\[CH3:8].C([CH2:14][C:15]([O-:17])=[O:16])C#C.[CH2:18](N(CC)CC)C. Given the product [C:15]([O:17][CH2:5][C:6]1[O:10][N:9]=[C:7]([CH3:18])[CH:8]=1)(=[O:16])[CH3:14], predict the reactants needed to synthesize it. (2) Given the product [F:3][C:4]1[CH:5]=[C:6]([C:10]2[C@:11]3([CH2:27][CH2:26][C@H:25]4[C@@H:16]([CH2:17][CH2:18][C:19]5[CH:20]=[C:21]([C:28]([NH:31][C@H:32]([CH3:41])[CH2:33][C:34]([OH:36])=[O:35])=[O:29])[CH:22]=[CH:23][C:24]=54)[C@@H:13]3[CH2:14][CH:15]=2)[CH3:12])[CH:7]=[N:8][CH:9]=1, predict the reactants needed to synthesize it. The reactants are: [OH-].[Na+].[F:3][C:4]1[CH:5]=[C:6]([C:10]2[C@:11]3([CH2:27][CH2:26][C@H:25]4[C@@H:16]([CH2:17][CH2:18][C:19]5[CH:20]=[C:21]([C:28](O)=[O:29])[CH:22]=[CH:23][C:24]=54)[C@@H:13]3[CH2:14][CH:15]=2)[CH3:12])[CH:7]=[N:8][CH:9]=1.[NH2:31][C@H:32]([CH3:41])[CH2:33][C:34]([O:36]C(C)(C)C)=[O:35]. (3) Given the product [CH2:24]([O:26][C:27]([C:29]1[CH:34]=[N:33][CH:32]=[C:31]([C:17]2[CH2:18][CH2:19][CH2:20][C:16]=2[C:10]2[CH:11]=[C:12]([CH3:15])[CH:13]=[CH:14][C:9]=2[O:8][CH2:1][C:2]2[CH:7]=[CH:6][CH:5]=[CH:4][CH:3]=2)[N:30]=1)=[O:28])[CH3:25], predict the reactants needed to synthesize it. The reactants are: [CH2:1]([O:8][C:9]1[CH:14]=[CH:13][C:12]([CH3:15])=[CH:11][C:10]=1[C:16]1[CH2:20][CH2:19][CH2:18][C:17]=1B(O)O)[C:2]1[CH:7]=[CH:6][CH:5]=[CH:4][CH:3]=1.[CH2:24]([O:26][C:27]([C:29]1[CH:34]=[N:33][CH:32]=[C:31](Cl)[N:30]=1)=[O:28])[CH3:25]. (4) Given the product [O:16]=[C:14]1[C:13]2[C:12](=[CH:20][CH:19]=[CH:18][CH:17]=2)[C:11](=[O:21])[N:15]1[CH2:7][C:6]1[CH:9]=[CH:10][C:3]([C:1]#[N:2])=[CH:4][CH:5]=1, predict the reactants needed to synthesize it. The reactants are: [C:1]([C:3]1[CH:10]=[CH:9][C:6]([CH2:7]Br)=[CH:5][CH:4]=1)#[N:2].[C:11]1(=[O:21])[NH:15][C:14](=[O:16])[C:13]2=[CH:17][CH:18]=[CH:19][CH:20]=[C:12]12.[K]. (5) Given the product [OH:23][CH:24]([C:26]1[S:30][C:29]([C:31](=[O:32])[CH2:14][CH2:13][C:12](=[O:15])[CH:11]([C:8]2[CH:7]=[CH:6][C:5]([S:2]([CH3:1])(=[O:4])=[O:3])=[CH:10][CH:9]=2)[CH2:16][CH:17]2[CH2:22][CH2:21][O:20][CH2:19][CH2:18]2)=[N:28][CH:27]=1)[CH3:25], predict the reactants needed to synthesize it. The reactants are: [CH3:1][S:2]([C:5]1[CH:10]=[CH:9][C:8]([CH:11]([CH2:16][CH:17]2[CH2:22][CH2:21][O:20][CH2:19][CH2:18]2)[C:12](=[O:15])[CH:13]=[CH2:14])=[CH:7][CH:6]=1)(=[O:4])=[O:3].[OH:23][CH:24]([C:26]1[S:30][C:29]([CH:31]=[O:32])=[N:28][CH:27]=1)[CH3:25].C(N(CC)CC)C.O1CCCC1. (6) Given the product [C:1]([C:5]1[N:10]=[C:9]([N:11]([CH3:19])[C:12]2[CH:17]=[CH:16][CH:15]=[CH:14][C:13]=2[CH3:18])[C:8]([C:20]([NH2:21])=[O:22])=[CH:7][CH:6]=1)([CH3:4])([CH3:2])[CH3:3], predict the reactants needed to synthesize it. The reactants are: [C:1]([C:5]1[N:10]=[C:9]([N:11]([CH3:19])[C:12]2[CH:17]=[CH:16][CH:15]=[CH:14][C:13]=2[CH3:18])[C:8]([C:20]#[N:21])=[CH:7][CH:6]=1)([CH3:4])([CH3:3])[CH3:2].[OH-:22].[K+]. (7) The reactants are: [F:1][C:2]([F:34])([F:33])[CH2:3][CH2:4][CH:5]([NH:22][C:23]1[CH:32]=[CH:31][C:26]([C:27]([O:29][CH3:30])=[O:28])=[CH:25][CH:24]=1)[C:6]1[CH:11]=[CH:10][C:9](B2OC(C)(C)C(C)(C)O2)=[CH:8][C:7]=1[CH3:21].Cl[C:36]1[N:41]=[CH:40][C:39]([C:42]([F:45])([F:44])[F:43])=[CH:38][N:37]=1.C(=O)([O-])[O-].[Na+].[Na+].[Cl-].[NH4+]. Given the product [F:33][C:2]([F:1])([F:34])[CH2:3][CH2:4][CH:5]([NH:22][C:23]1[CH:32]=[CH:31][C:26]([C:27]([O:29][CH3:30])=[O:28])=[CH:25][CH:24]=1)[C:6]1[CH:11]=[CH:10][C:9]([C:36]2[N:41]=[CH:40][C:39]([C:42]([F:45])([F:44])[F:43])=[CH:38][N:37]=2)=[CH:8][C:7]=1[CH3:21], predict the reactants needed to synthesize it.